Dataset: Full USPTO retrosynthesis dataset with 1.9M reactions from patents (1976-2016). Task: Predict the reactants needed to synthesize the given product. Given the product [CH:28]1([CH2:32][N:3]2[N:2]=[N:1][C:5]([C:6]3[CH:7]=[C:8]([C:12]4[N:17]5[N:18]=[CH:19][C:20]([C:21]([C:23]6[S:24][CH:25]=[CH:26][CH:27]=6)=[O:22])=[C:16]5[N:15]=[CH:14][CH:13]=4)[CH:9]=[CH:10][CH:11]=3)=[N:4]2)[CH2:31][CH2:30][CH2:29]1, predict the reactants needed to synthesize it. The reactants are: [NH:1]1[C:5]([C:6]2[CH:7]=[C:8]([C:12]3[N:17]4[N:18]=[CH:19][C:20]([C:21]([C:23]5[S:24][CH:25]=[CH:26][CH:27]=5)=[O:22])=[C:16]4[N:15]=[CH:14][CH:13]=3)[CH:9]=[CH:10][CH:11]=2)=[N:4][N:3]=[N:2]1.[CH:28]1([CH2:32]Br)[CH2:31][CH2:30][CH2:29]1.